Dataset: Reaction yield outcomes from USPTO patents with 853,638 reactions. Task: Predict the reaction yield, written as a fraction of the theoretical maximum amount of product (1.0 means a 100% yield; for example, 0.34 means a 34% yield). The reactants are [F:1][C:2]1[C:7](OS(C(F)(F)F)(=O)=O)=[CH:6][CH:5]=[C:4]([F:16])[C:3]=1[C:17]1[N:22]=[C:21]([C:23]([O:25]C)=[O:24])[CH:20]=[CH:19][C:18]=1[F:27].[CH3:28]B(O)O.C(=O)([O-])[O-].[K+].[K+].C(OCC)(=O)C. The catalyst is O1CCOCC1.O.C1C=CC([P]([Pd]([P](C2C=CC=CC=2)(C2C=CC=CC=2)C2C=CC=CC=2)([P](C2C=CC=CC=2)(C2C=CC=CC=2)C2C=CC=CC=2)[P](C2C=CC=CC=2)(C2C=CC=CC=2)C2C=CC=CC=2)(C2C=CC=CC=2)C2C=CC=CC=2)=CC=1. The product is [F:1][C:2]1[C:7]([CH3:28])=[CH:6][CH:5]=[C:4]([F:16])[C:3]=1[C:17]1[N:22]=[C:21]([C:23]([OH:25])=[O:24])[CH:20]=[CH:19][C:18]=1[F:27]. The yield is 0.970.